From a dataset of Forward reaction prediction with 1.9M reactions from USPTO patents (1976-2016). Predict the product of the given reaction. Given the reactants [CH3:1][C:2]([CH3:22])([CH3:21])[CH2:3][N:4]1[C:12]2[C:7](=[N:8][C:9]([C@@H:13]3[CH2:15][C@H:14]3[CH2:16][CH2:17]O)=[CH:10][CH:11]=2)[N:6]([CH3:19])[C:5]1=[O:20].C(N(CC)CC)C.[CH3:30][S:31](Cl)(=[O:33])=[O:32], predict the reaction product. The product is: [CH3:1][C:2]([CH3:22])([CH3:21])[CH2:3][N:4]1[C:12]2[C:7](=[N:8][C:9]([C@@H:13]3[CH2:15][C@H:14]3[CH2:16][CH2:17][S:31]([CH3:30])(=[O:33])=[O:32])=[CH:10][CH:11]=2)[N:6]([CH3:19])[C:5]1=[O:20].